Predict which catalyst facilitates the given reaction. From a dataset of Catalyst prediction with 721,799 reactions and 888 catalyst types from USPTO. (1) Reactant: [CH2:1]([O:8][C:9](=[O:24])[C@@H:10]([NH:20][C:21](=[O:23])[CH3:22])[CH2:11][NH:12]C(OC(C)(C)C)=O)[C:2]1[CH:7]=[CH:6][CH:5]=[CH:4][CH:3]=1.[ClH:25]. Product: [ClH:25].[CH2:1]([O:8][C:9](=[O:24])[C@@H:10]([NH:20][C:21](=[O:23])[CH3:22])[CH2:11][NH2:12])[C:2]1[CH:3]=[CH:4][CH:5]=[CH:6][CH:7]=1. The catalyst class is: 13. (2) Reactant: N1C(C)=CC=CC=1C.[Cl:9][C:10]1[C:19]([OH:20])=[C:18]2[C:13]([CH:14]=[CH:15][C:16]([CH3:21])=[N:17]2)=[CH:12][CH:11]=1.[F:22][C:23]([F:36])([F:35])[S:24](O[S:24]([C:23]([F:36])([F:35])[F:22])(=[O:26])=[O:25])(=[O:26])=[O:25]. Product: [Cl:9][C:10]1[C:19]([O:20][S:24]([C:23]([F:36])([F:35])[F:22])(=[O:26])=[O:25])=[C:18]2[C:13]([CH:14]=[CH:15][C:16]([CH3:21])=[N:17]2)=[CH:12][CH:11]=1. The catalyst class is: 34. (3) Reactant: [F:1][C:2]([F:8])([F:7])[S:3]([OH:6])(=[O:5])=[O:4].[CH2:9]1[C:17]2[C:12](=[CH:13][CH:14]=[CH:15][CH:16]=2)[CH2:11][CH:10]1[N:18]([CH2:32][C:33]1[CH:38]=[CH:37][CH:36]=[CH:35][C:34]=1[F:39])[C:19]([C:21]1[C:30]2[C:25](=[CH:26][CH:27]=[CH:28][CH:29]=2)[CH:24]=[CH:23][C:22]=1O)=[O:20]. The catalyst class is: 17. Product: [CH2:9]1[C:17]2[C:12](=[CH:13][CH:14]=[CH:15][CH:16]=2)[CH2:11][CH:10]1[N:18]([CH2:32][C:33]1[CH:38]=[CH:37][CH:36]=[CH:35][C:34]=1[F:39])[C:19]([C:21]1[C:30]2[C:25](=[CH:26][CH:27]=[CH:28][CH:29]=2)[CH:24]=[CH:23][C:22]=1[O:4][S:3]([C:2]([F:8])([F:7])[F:1])(=[O:6])=[O:5])=[O:20]. (4) Reactant: [CH2:1]([C:3]1[CH:31]=[CH:30][C:6]([C:7]([N:9]2[CH2:14][CH2:13][C:12]3([O:19][C:18]4[CH:20]=[C:21]([C:24](O)=[O:25])[CH:22]=[CH:23][C:17]=4[N:16]4[CH:27]=[CH:28][CH:29]=[C:15]34)[CH2:11][CH2:10]2)=[O:8])=[CH:5][C:4]=1[O:32][CH3:33])[CH3:2].[CH3:34][N:35](C(ON1N=NC2C=CC=NC1=2)=[N+](C)C)[CH3:36].F[P-](F)(F)(F)(F)F.Cl.CNC.CCN(C(C)C)C(C)C. Product: [CH2:1]([C:3]1[CH:31]=[CH:30][C:6]([C:7]([N:9]2[CH2:14][CH2:13][C:12]3([O:19][C:18]4[CH:20]=[C:21]([C:24]([N:35]([CH3:36])[CH3:34])=[O:25])[CH:22]=[CH:23][C:17]=4[N:16]4[CH:27]=[CH:28][CH:29]=[C:15]34)[CH2:11][CH2:10]2)=[O:8])=[CH:5][C:4]=1[O:32][CH3:33])[CH3:2]. The catalyst class is: 3.